This data is from Reaction yield outcomes from USPTO patents with 853,638 reactions. The task is: Predict the reaction yield, written as a fraction of the theoretical maximum amount of product (1.0 means a 100% yield; for example, 0.34 means a 34% yield). (1) The reactants are C([O:8][C:9](=[O:62])[CH2:10][C@H:11]1[CH2:16][CH2:15][C@H:14]([CH2:17][N:18]([C:21]2[CH:26]=[CH:25][C:24]([C:27]([F:30])([F:29])[F:28])=[CH:23][C:22]=2[CH2:31][N:32]([C@H:46]([C:48]2[CH:53]=[C:52]([C:54]([F:57])([F:56])[F:55])[CH:51]=[C:50]([C:58]([F:61])([F:60])[F:59])[CH:49]=2)[CH3:47])[C:33]2[N:38]=[CH:37][C:36]([O:39][CH2:40][CH2:41][S:42]([CH3:45])(=[O:44])=[O:43])=[CH:35][N:34]=2)[CH2:19][CH3:20])[CH2:13][CH2:12]1)C1C=CC=CC=1.[H][H]. The catalyst is C(O)C.[Pd]. The product is [F:61][C:58]([F:59])([F:60])[C:50]1[CH:49]=[C:48]([CH:46]([N:32]([CH2:31][C:22]2[CH:23]=[C:24]([C:27]([F:30])([F:28])[F:29])[CH:25]=[CH:26][C:21]=2[N:18]([CH2:17][C@H:14]2[CH2:15][CH2:16][C@H:11]([CH2:10][C:9]([OH:62])=[O:8])[CH2:12][CH2:13]2)[CH2:19][CH3:20])[C:33]2[N:38]=[CH:37][C:36]([O:39][CH2:40][CH2:41][S:42]([CH3:45])(=[O:43])=[O:44])=[CH:35][N:34]=2)[CH3:47])[CH:53]=[C:52]([C:54]([F:57])([F:56])[F:55])[CH:51]=1. The yield is 1.00. (2) The reactants are C(=O)([O-])[O-].[K+].[K+].[C:7]1(B(O)O)[CH:12]=[CH:11][CH:10]=[CH:9][CH:8]=1.[F:16][C:17]1[C:18](=[O:37])[N:19]([CH2:24][CH2:25][C@@:26]([CH3:36])([S:32]([CH3:35])(=[O:34])=[O:33])[C:27]([O:29][CH2:30][CH3:31])=[O:28])[CH:20]=[CH:21][C:22]=1I.O. The catalyst is O1CCOCC1.[Pd]. The product is [F:16][C:17]1[C:18](=[O:37])[N:19]([CH2:24][CH2:25][C@@:26]([CH3:36])([S:32]([CH3:35])(=[O:33])=[O:34])[C:27]([O:29][CH2:30][CH3:31])=[O:28])[CH:20]=[CH:21][C:22]=1[C:7]1[CH:12]=[CH:11][CH:10]=[CH:9][CH:8]=1. The yield is 0.512. (3) The reactants are [CH3:1][N:2]1[CH:7]2[CH2:8][CH:9]([OH:11])[CH2:10][CH:3]1[CH:4]1[CH:6]2[O:5]1.C[O:13][C:14](=O)[C:15]([OH:26])([C:21]1[S:22][CH:23]=[CH:24][CH:25]=1)[C:16]1[S:17][CH:18]=[CH:19][CH:20]=1.[H-].[Na+].O. The catalyst is ClCCl. The product is [CH3:1][N:2]1[CH:7]2[CH2:8][CH:9]([O:11][C:14](=[O:13])[C:15]([OH:26])([C:16]3[S:17][CH:18]=[CH:19][CH:20]=3)[C:21]3[S:22][CH:23]=[CH:24][CH:25]=3)[CH2:10][CH:3]1[CH:4]1[CH:6]2[O:5]1. The yield is 0.420.